Dataset: Full USPTO retrosynthesis dataset with 1.9M reactions from patents (1976-2016). Task: Predict the reactants needed to synthesize the given product. (1) Given the product [F:1][C:2]1[CH:3]=[C:4]([C:9]2[C:10]3[N:11]([N:16]=[C:17]([NH:19][C:21]4[CH:26]=[CH:25][C:24]([N:27]5[CH:31]=[C:30]([CH3:32])[N:29]=[CH:28]5)=[C:23]([O:33][CH3:34])[CH:22]=4)[N:18]=3)[CH:12]=[C:13]([F:15])[CH:14]=2)[CH:5]=[CH:6][C:7]=1[F:8], predict the reactants needed to synthesize it. The reactants are: [F:1][C:2]1[CH:3]=[C:4]([C:9]2[C:10]3[N:11]([N:16]=[C:17]([NH2:19])[N:18]=3)[CH:12]=[C:13]([F:15])[CH:14]=2)[CH:5]=[CH:6][C:7]=1[F:8].Br[C:21]1[CH:26]=[CH:25][C:24]([N:27]2[CH:31]=[C:30]([CH3:32])[N:29]=[CH:28]2)=[C:23]([O:33][CH3:34])[CH:22]=1.C(Cl)Cl. (2) Given the product [Cl:1][C:2]1[CH:26]=[C:25]([O:27][CH3:28])[C:24]([O:29][CH2:38][CH2:37][CH2:36][NH:35][C:34]([O:33][CH3:32])=[O:40])=[CH:23][C:3]=1[C:4]([N:6]([CH:20]([CH3:22])[CH3:21])[C@@H:7]1[CH2:12][CH2:11][CH2:10][N:9]([C:13]([O:15][C:16]([CH3:18])([CH3:17])[CH3:19])=[O:14])[CH2:8]1)=[O:5], predict the reactants needed to synthesize it. The reactants are: [Cl:1][C:2]1[CH:26]=[C:25]([O:27][CH3:28])[C:24]([OH:29])=[CH:23][C:3]=1[C:4]([N:6]([CH:20]([CH3:22])[CH3:21])[C@@H:7]1[CH2:12][CH2:11][CH2:10][N:9]([C:13]([O:15][C:16]([CH3:19])([CH3:18])[CH3:17])=[O:14])[CH2:8]1)=[O:5].[H-].[Na+].[CH3:32][O:33][C:34](=[O:40])[NH:35][CH2:36][CH2:37][CH2:38]Br.[Cl-].[NH4+]. (3) Given the product [CH3:1][O:2][C:3]1[CH:9]=[CH:8][C:6]([NH:7][C:11](=[O:13])[CH3:12])=[C:5]([CH3:10])[CH:4]=1, predict the reactants needed to synthesize it. The reactants are: [CH3:1][O:2][C:3]1[CH:9]=[CH:8][C:6]([NH2:7])=[C:5]([CH3:10])[CH:4]=1.[C:11](OC(=O)C)(=[O:13])[CH3:12]. (4) Given the product [Br:21][C:22]1[CH:23]=[C:24]([C:28]2[O:29][C:30]([CH3:35])=[C:31]([CH2:33][O:1][CH:2]3[CH2:7][CH2:6][CH2:5][CH:4]([O:8][CH2:9][C:10]4[CH:19]=[CH:18][CH:17]=[C:16]([CH3:20])[C:11]=4[C:12]([OH:14])=[O:13])[CH2:3]3)[N:32]=2)[CH:25]=[CH:26][CH:27]=1, predict the reactants needed to synthesize it. The reactants are: [OH:1][CH:2]1[CH2:7][CH2:6][CH2:5][CH:4]([O:8][CH2:9][C:10]2[CH:19]=[CH:18][CH:17]=[C:16]([CH3:20])[C:11]=2[C:12]([O:14]C)=[O:13])[CH2:3]1.[Br:21][C:22]1[CH:23]=[C:24]([C:28]2[O:29][C:30]([CH3:35])=[C:31]([CH2:33]I)[N:32]=2)[CH:25]=[CH:26][CH:27]=1. (5) The reactants are: C([O:4][CH2:5][C:6]1[O:7][C:8]([C:11]2[CH:16]=[CH:15][C:14]([N:17]3[CH2:22][CH2:21][CH:20]([O:23][C:24]4[CH:29]=[CH:28][CH:27]=[CH:26][C:25]=4[C:30]([F:33])([F:32])[F:31])[CH2:19][CH2:18]3)=[CH:13][CH:12]=2)=[N:9][N:10]=1)(=O)C.NN.O. Given the product [F:33][C:30]([F:31])([F:32])[C:25]1[CH:26]=[CH:27][CH:28]=[CH:29][C:24]=1[O:23][CH:20]1[CH2:21][CH2:22][N:17]([C:14]2[CH:15]=[CH:16][C:11]([C:8]3[O:7][C:6]([CH2:5][OH:4])=[N:10][N:9]=3)=[CH:12][CH:13]=2)[CH2:18][CH2:19]1, predict the reactants needed to synthesize it. (6) Given the product [C:5]([CH2:4][CH2:3][CH:2]([NH2:1])[C:15]([OH:16])=[O:14])([O:7][C:26]([CH3:29])([CH3:28])[CH3:27])=[O:6], predict the reactants needed to synthesize it. The reactants are: [NH2:1][CH2:2][CH2:3][CH2:4][C:5]([OH:7])=[O:6].[OH-].[Na+].C([O:14][C:15](OC(OC(C)(C)C)=O)=[O:16])(C)(C)C.O.[C:26](O)([CH3:29])([CH3:28])[CH3:27].